This data is from Forward reaction prediction with 1.9M reactions from USPTO patents (1976-2016). The task is: Predict the product of the given reaction. (1) Given the reactants [OH:1][C:2]1[CH:3]=[C:4]([NH:8][C:9](=[O:11])[CH3:10])[CH:5]=[CH:6][CH:7]=1.C(=O)([O-])[O-].[K+].[K+].[CH2:18](Br)[CH:19]=[CH2:20].O, predict the reaction product. The product is: [CH2:20]([O:1][C:2]1[CH:3]=[C:4]([NH:8][C:9](=[O:11])[CH3:10])[CH:5]=[CH:6][CH:7]=1)[CH:19]=[CH2:18]. (2) The product is: [CH3:1][C:2]1[CH:7]=[C:6]([Cl:8])[CH:5]=[CH:4][C:3]=1[O:9][CH2:10][C:11]([O-:13])=[O:12].[K+:15]. Given the reactants [CH3:1][C:2]1[CH:7]=[C:6]([Cl:8])[CH:5]=[CH:4][C:3]=1[O:9][CH2:10][C:11]([OH:13])=[O:12].[OH-].[K+:15].C1(C)C=CC=CC=1.O, predict the reaction product. (3) Given the reactants [CH3:1][C:2]([O:5][C:6]([N:8]1[CH2:11][CH2:10][C@H:9]1[C:12]([NH:14][C@@H:15]([CH2:21][CH:22]([CH3:24])[CH3:23])/[CH:16]=[CH:17]/[C:18]([OH:20])=O)=[O:13])=[O:7])([CH3:4])[CH3:3].CN(C(ON1N=NC2C=CC=NC1=2)=[N+](C)C)C.F[P-](F)(F)(F)(F)F.CCN(C(C)C)C(C)C.[NH:58]1[C:66]2[C:61](=[CH:62][CH:63]=[CH:64][CH:65]=2)[CH2:60][CH2:59]1, predict the reaction product. The product is: [N:58]1([C:18](=[O:20])/[CH:17]=[CH:16]/[C@@H:15]([NH:14][C:12]([C@@H:9]2[CH2:10][CH2:11][N:8]2[C:6]([O:5][C:2]([CH3:1])([CH3:3])[CH3:4])=[O:7])=[O:13])[CH2:21][CH:22]([CH3:24])[CH3:23])[C:66]2[C:61](=[CH:62][CH:63]=[CH:64][CH:65]=2)[CH2:60][CH2:59]1. (4) Given the reactants [NH2:1][CH2:2][CH:3]1[CH2:8][CH2:7][N:6]([C:9]2[N:14]=[C:13]([NH:15][CH2:16][C:17]3[CH:22]=[CH:21][C:20]([Cl:23])=[CH:19][C:18]=3[Cl:24])[C:12]([C:25]([NH2:27])=[O:26])=[CH:11][N:10]=2)[CH2:5][CH2:4]1.CS[C:30]1[NH:31][CH2:32][CH2:33][N:34]=1.C(N(CC)CC)C, predict the reaction product. The product is: [Cl:24][C:18]1[CH:19]=[C:20]([Cl:23])[CH:21]=[CH:22][C:17]=1[CH2:16][NH:15][C:13]1[C:12]([C:25]([NH2:27])=[O:26])=[CH:11][N:10]=[C:9]([N:6]2[CH2:7][CH2:8][CH:3]([CH2:2][NH:1][C:30]3[NH:34][CH2:33][CH2:32][N:31]=3)[CH2:4][CH2:5]2)[N:14]=1.